Dataset: Catalyst prediction with 721,799 reactions and 888 catalyst types from USPTO. Task: Predict which catalyst facilitates the given reaction. (1) Reactant: [N:1]1[CH:6]=[CH:5][C:4]([CH2:7][CH2:8][P:9](=[O:16])([O:13][CH2:14][CH3:15])[O:10][CH2:11][CH3:12])=[CH:3][CH:2]=1.ClC1C=CC=C(C(OO)=[O:25])C=1. Product: [CH3:15][CH2:14][O:13][P:9]([O:10][CH2:11][CH3:12])([CH2:8][CH2:7][C:4]1[CH:3]=[CH:2][N+:1]([O-:25])=[CH:6][CH:5]=1)=[O:16]. The catalyst class is: 13. (2) Reactant: C[O:2][C:3]([C:5]1[CH:10]=[CH:9][C:8]([C:11]2[CH:16]=[CH:15][CH:14]=[CH:13][CH:12]=2)=[C:7]([O:17][C:18]([F:21])([F:20])[F:19])[CH:6]=1)=O.[BH4-].[Li+].Cl. Product: [F:19][C:18]([F:20])([F:21])[O:17][C:7]1[CH:6]=[C:5]([CH2:3][OH:2])[CH:10]=[CH:9][C:8]=1[C:11]1[CH:16]=[CH:15][CH:14]=[CH:13][CH:12]=1. The catalyst class is: 1. (3) Reactant: [NH2:1][C:2]1[N:7]=[CH:6][N:5]=[C:4]2[N:8]([C@H:32]3[CH2:37][CH2:36][C@H:35]([N:38]4[CH2:43][CH2:42][N:41]([CH3:44])[CH2:40][CH2:39]4)[CH2:34][CH2:33]3)[N:9]=[C:10]([C:11]3[CH:16]=[CH:15][C:14]([NH:17][C:18](=[O:29])[CH2:19][C:20]([CH3:28])([C:22]4[CH:27]=[CH:26][CH:25]=[CH:24][CH:23]=4)[CH3:21])=[C:13]([O:30][CH3:31])[CH:12]=3)[C:3]=12.[C:45]([OH:52])(=[O:51])/[CH:46]=[CH:47]\[C:48]([OH:50])=[O:49]. Product: [C:45]([OH:52])(=[O:51])/[CH:46]=[CH:47]\[C:48]([OH:50])=[O:49].[C:45]([OH:52])(=[O:51])/[CH:46]=[CH:47]\[C:48]([OH:50])=[O:49].[C:45]([OH:52])(=[O:51])/[CH:46]=[CH:47]\[C:48]([OH:50])=[O:49].[NH2:1][C:2]1[N:7]=[CH:6][N:5]=[C:4]2[N:8]([C@H:32]3[CH2:37][CH2:36][C@H:35]([N:38]4[CH2:43][CH2:42][N:41]([CH3:44])[CH2:40][CH2:39]4)[CH2:34][CH2:33]3)[N:9]=[C:10]([C:11]3[CH:16]=[CH:15][C:14]([NH:17][C:18](=[O:29])[CH2:19][C:20]([CH3:28])([C:22]4[CH:23]=[CH:24][CH:25]=[CH:26][CH:27]=4)[CH3:21])=[C:13]([O:30][CH3:31])[CH:12]=3)[C:3]=12. The catalyst class is: 336. (4) Reactant: [F:1][C:2]1[CH:7]=[C:6]([F:8])[CH:5]=[CH:4][C:3]=1[C@:9]([OH:25])([C@H:16]([C:18]1[C:23]([F:24])=[CH:22][N:21]=[CH:20][N:19]=1)[CH3:17])[CH2:10][N:11]1[CH:15]=[N:14][CH:13]=[N:12]1.N1C=NN=N1.C(N(C(C)C)[P:35]([O:44][CH2:45][C:46]1[CH:51]=[CH:50][CH:49]=[CH:48][CH:47]=1)[O:36][CH2:37][C:38]1[CH:43]=[CH:42][CH:41]=[CH:40][CH:39]=1)(C)C.ClC1C=C(C=CC=1)C(OO)=[O:60]. Product: [P:35]([O:25][C@@:9]([C:3]1[CH:4]=[CH:5][C:6]([F:8])=[CH:7][C:2]=1[F:1])([C@H:16]([C:18]1[C:23]([F:24])=[CH:22][N:21]=[CH:20][N:19]=1)[CH3:17])[CH2:10][N:11]1[CH:15]=[N:14][CH:13]=[N:12]1)([O:36][CH2:37][C:38]1[CH:39]=[CH:40][CH:41]=[CH:42][CH:43]=1)([O:44][CH2:45][C:46]1[CH:47]=[CH:48][CH:49]=[CH:50][CH:51]=1)=[O:60]. The catalyst class is: 143. (5) Product: [CH3:23][O:22][C:3]1([O:2][CH3:1])[CH2:20][CH2:19][C:18]2[C@@H:17]3[C@H:8]([C@H:9]4[C@@:13]([CH2:15][CH2:16]3)([CH3:14])[C:12]([O:21][Si:33]([CH3:36])([CH3:35])[CH3:32])=[CH:11][CH2:10]4)[CH2:7][CH2:6][C:5]=2[CH2:4]1. The catalyst class is: 56. Reactant: [CH3:1][O:2][C:3]1([O:22][CH3:23])[CH2:20][CH2:19][C:18]2[C@@H:17]3[C@H:8]([C@H:9]4[C@@:13]([CH2:15][CH2:16]3)([CH3:14])[C:12](=[O:21])[CH2:11][CH2:10]4)[CH2:7][CH2:6][C:5]=2[CH2:4]1.C([N-]C(C)C)(C)C.[Li+].[CH3:32][Si:33]([CH3:36])([CH3:35])Cl.C(=O)(O)[O-].[Na+]. (6) Reactant: [Cl:1][C:2]1[CH:30]=[CH:29][C:5]([CH2:6][NH:7][C:8]([C:10]2[CH:11]=[N:12][C:13]3[C:18]([C:19]=2[OH:20])=[CH:17][C:16]([CH2:21][CH:22]2[CH2:27][CH2:26][O:25][CH2:24][CH2:23]2)=[CH:15][C:14]=3[I:28])=[O:9])=[CH:4][CH:3]=1.[C:31]([O-])([O-])=O.[K+].[K+].CI.O. Product: [Cl:1][C:2]1[CH:3]=[CH:4][C:5]([CH2:6][NH:7][C:8]([C:10]2[C:19](=[O:20])[C:18]3[C:13](=[C:14]([I:28])[CH:15]=[C:16]([CH2:21][CH:22]4[CH2:27][CH2:26][O:25][CH2:24][CH2:23]4)[CH:17]=3)[N:12]([CH3:31])[CH:11]=2)=[O:9])=[CH:29][CH:30]=1. The catalyst class is: 3.